Dataset: Forward reaction prediction with 1.9M reactions from USPTO patents (1976-2016). Task: Predict the product of the given reaction. (1) Given the reactants [C:1]1([S:7]([CH2:10][C:11]2[C:16]([C:17]([O:19][CH2:20]C)=[O:18])=[C:15]([O:22][CH3:23])[C:14]([Br:24])=[CH:13][CH:12]=2)(=[O:9])=[O:8])[CH:6]=[CH:5][CH:4]=[CH:3][CH:2]=1.[Br:25]C1C(OC)=C(C(CSC2C=CC=CC=2Br)=CC=1)C(OC)=O, predict the reaction product. The product is: [Br:24][C:14]1[C:15]([O:22][CH3:23])=[C:16]([C:11]([CH2:10][S:7]([C:1]2[CH:6]=[CH:5][CH:4]=[CH:3][C:2]=2[Br:25])(=[O:9])=[O:8])=[CH:12][CH:13]=1)[C:17]([O:19][CH3:20])=[O:18]. (2) Given the reactants [CH2:1]([N:8]1[CH2:15][CH:14]2[CH:10]([CH:11]=[CH:12][C:13]2=[O:16])[CH2:9]1)[C:2]1[CH:7]=[CH:6][CH:5]=[CH:4][CH:3]=1.[H][H], predict the reaction product. The product is: [CH2:1]([N:8]1[CH2:15][CH:14]2[CH:10]([CH2:11][CH2:12][C:13]2=[O:16])[CH2:9]1)[C:2]1[CH:3]=[CH:4][CH:5]=[CH:6][CH:7]=1. (3) Given the reactants O/[N:2]=[C:3](/[C:16]1[CH:21]=[CH:20][CH:19]=[CH:18][CH:17]=1)\[CH2:4][CH2:5][CH2:6][CH2:7][NH:8][C:9](=[O:15])[O:10][C:11]([CH3:14])([CH3:13])[CH3:12], predict the reaction product. The product is: [NH2:2][CH:3]([C:16]1[CH:17]=[CH:18][CH:19]=[CH:20][CH:21]=1)[CH2:4][CH2:5][CH2:6][CH2:7][NH:8][C:9](=[O:15])[O:10][C:11]([CH3:14])([CH3:13])[CH3:12]. (4) Given the reactants [CH2:1]1[C:11]2=[C:12]3[C:7](=[CH:8][CH:9]=[CH:10]2)[CH2:6][CH2:5][C:4](=[O:13])[N:3]3[CH2:2]1.[Br:14]N1C(=O)CCC1=O.O.CC(C)=O.CCOCC, predict the reaction product. The product is: [Br:14][C:9]1[CH:8]=[C:7]2[C:12]3=[C:11]([CH2:1][CH2:2][N:3]3[C:4](=[O:13])[CH2:5][CH2:6]2)[CH:10]=1. (5) Given the reactants [Cl:1][C:2]1[CH:3]=[CH:4][C:5]2[NH:11][C:10]3[CH:12]=[CH:13][CH:14]=[CH:15][C:9]=3[C:8](=O)[NH:7][C:6]=2[CH:17]=1.[CH2:18]([N:20]([CH2:24][CH3:25])[CH2:21][CH2:22][NH2:23])[CH3:19], predict the reaction product. The product is: [Cl:1][C:2]1[CH:3]=[CH:4][C:5]2[NH:11][C:10]3[CH:12]=[CH:13][CH:14]=[CH:15][C:9]=3[C:8]([NH:23][CH2:22][CH2:21][N:20]([CH2:24][CH3:25])[CH2:18][CH3:19])=[N:7][C:6]=2[CH:17]=1. (6) Given the reactants [C:1]([OH:7])([C:3]([F:6])([F:5])[F:4])=[O:2].C([NH:15][C@H:16]([CH2:20][CH:21]1[CH2:26][CH2:25][CH2:24][CH2:23][CH2:22]1)[C:17]([OH:19])=[O:18])(OC(C)(C)C)=O, predict the reaction product. The product is: [F:4][C:3]([F:6])([F:5])[C:1]([OH:7])=[O:2].[NH2:15][C@H:16]([CH2:20][CH:21]1[CH2:26][CH2:25][CH2:24][CH2:23][CH2:22]1)[C:17]([OH:19])=[O:18]. (7) Given the reactants Cl[C:2]1[CH:11]=[CH:10][N:9]=[C:8]2[C:3]=1[CH:4]=[CH:5][C:6]([CH3:12])=[N:7]2.[NH2:13][C:14]1[CH:32]=[C:31]([Cl:33])[CH:30]=[CH:29][C:15]=1[O:16][C:17]1[CH:28]=[CH:27][C:20]([C:21]([NH:23][CH2:24][CH2:25][CH3:26])=[O:22])=[CH:19][CH:18]=1, predict the reaction product. The product is: [Cl:33][C:31]1[CH:30]=[CH:29][C:15]([O:16][C:17]2[CH:28]=[CH:27][C:20]([C:21]([NH:23][CH2:24][CH2:25][CH3:26])=[O:22])=[CH:19][CH:18]=2)=[C:14]([NH:13][C:2]2[C:3]3[C:8](=[N:7][C:6]([CH3:12])=[CH:5][CH:4]=3)[N:9]=[CH:10][CH:11]=2)[CH:32]=1. (8) Given the reactants [NH:1]1[CH2:6][CH2:5][C:4]2([O:11][C:10]3[C:12]4[C:17]([C:18](=[O:21])[C:19](=[O:20])[C:9]=3[S:8][CH2:7]2)=[CH:16][CH:15]=[CH:14][CH:13]=4)[CH2:3][CH2:2]1.[CH2:22]([C:24]1[CH:34]=[CH:33][C:27]([O:28][CH2:29][C@H:30]2[CH2:32][O:31]2)=[CH:26][CH:25]=1)[CH3:23], predict the reaction product. The product is: [CH2:22]([C:24]1[CH:34]=[CH:33][C:27]([O:28][CH2:29][C@H:30]([OH:31])[CH2:32][N:1]2[CH2:2][CH2:3][C:4]3([O:11][C:10]4[C:12]5[C:17]([C:18](=[O:21])[C:19](=[O:20])[C:9]=4[S:8][CH2:7]3)=[CH:16][CH:15]=[CH:14][CH:13]=5)[CH2:5][CH2:6]2)=[CH:26][CH:25]=1)[CH3:23]. (9) Given the reactants CO[C:3](=[O:22])[CH:4]([C:12]1[CH:17]=[CH:16][C:15]([C:18]#[N:19])=[CH:14][C:13]=1[O:20][CH3:21])[N:5]1[C:9]([CH:10]=O)=[CH:8][N:7]=[CH:6]1.[BH-](O[C:33]([CH3:35])=O)(OC(C)=O)OC(C)=O.[Na+].Cl[CH2:38][CH2:39][Cl:40], predict the reaction product. The product is: [Cl:40][C:39]1[CH:35]=[CH:33][C:12]([CH2:4][N:5]2[C:3](=[O:22])[CH:4]([C:12]3[CH:17]=[CH:16][C:15]([C:18]#[N:19])=[CH:14][C:13]=3[O:20][CH3:21])[N:5]3[CH:6]=[N:7][CH:8]=[C:9]3[CH2:10]2)=[CH:13][CH:38]=1. (10) Given the reactants [C:1]1(=[O:8])[NH:7][CH2:6][CH2:5][CH2:4][CH2:3][CH2:2]1.[Cl:9][CH2:10][C:11]([OH:13])=[O:12], predict the reaction product. The product is: [Cl:9][CH2:10][C:11]([OH:13])=[O:12].[C:1]1(=[O:8])[NH:7][CH2:6][CH2:5][CH2:4][CH2:3][CH2:2]1.